Dataset: Forward reaction prediction with 1.9M reactions from USPTO patents (1976-2016). Task: Predict the product of the given reaction. (1) Given the reactants [CH2:1]([O:8][C:9]1[C:10]([C:29]([N:31]([CH2:40][CH2:41][O:42][Si](C(C)(C)C)(C)C)[CH:32]([C:34]2[CH:39]=[CH:38][CH:37]=[CH:36][CH:35]=2)[CH3:33])=[O:30])=[N:11][C:12]([CH2:16][C:17]2([C:22]3[CH:27]=[CH:26][C:25]([Cl:28])=[CH:24][CH:23]=3)[CH2:21][CH2:20][CH2:19][CH2:18]2)=[N:13][C:14]=1[OH:15])[C:2]1[CH:7]=[CH:6][CH:5]=[CH:4][CH:3]=1.Cl.[OH-].[Na+], predict the reaction product. The product is: [CH2:1]([O:8][C:9]1[C:10]([C:29]([N:31]([CH2:40][CH2:41][OH:42])[CH:32]([C:34]2[CH:39]=[CH:38][CH:37]=[CH:36][CH:35]=2)[CH3:33])=[O:30])=[N:11][C:12]([CH2:16][C:17]2([C:22]3[CH:23]=[CH:24][C:25]([Cl:28])=[CH:26][CH:27]=3)[CH2:21][CH2:20][CH2:19][CH2:18]2)=[N:13][C:14]=1[OH:15])[C:2]1[CH:7]=[CH:6][CH:5]=[CH:4][CH:3]=1. (2) Given the reactants [CH2:1]([N:8]1[CH2:12][CH2:11][C@@H:10]([NH2:13])[CH2:9]1)[C:2]1[CH:7]=[CH:6][CH:5]=[CH:4][CH:3]=1.[C:14]([NH:21][CH2:22][C:23](O)=[O:24])([O:16][C:17]([CH3:20])([CH3:19])[CH3:18])=[O:15].ON1C2C=CC=CC=2N=N1.Cl.C(N=C=NCCCN(C)C)C, predict the reaction product. The product is: [C:17]([O:16][C:14]([NH:21][CH2:22][C:23]([NH:13][C@@H:10]1[CH2:11][CH2:12][N:8]([CH2:1][C:2]2[CH:3]=[CH:4][CH:5]=[CH:6][CH:7]=2)[CH2:9]1)=[O:24])=[O:15])([CH3:20])([CH3:19])[CH3:18].